From a dataset of Catalyst prediction with 721,799 reactions and 888 catalyst types from USPTO. Predict which catalyst facilitates the given reaction. (1) Reactant: Cl[CH2:2][CH2:3][CH2:4][CH2:5][C:6]([C:8]1[O:9][C:10]2[CH:17]=[CH:16][C:15]([O:18][CH3:19])=[CH:14][C:11]=2[C:12]=1[CH3:13])=[O:7].[I-].[Na+].[CH3:22][O-:23].[Na+]. Product: [CH3:22][O:23][CH2:2][CH2:3][CH2:4][CH2:5][C:6]([C:8]1[O:9][C:10]2[CH:17]=[CH:16][C:15]([O:18][CH3:19])=[CH:14][C:11]=2[C:12]=1[CH3:13])=[O:7]. The catalyst class is: 5. (2) Reactant: [Br:1][C:2]1[CH:10]=[C:9]2[C:5]([CH:6]=[N:7][NH:8]2)=[CH:4][CH:3]=1.[OH-].[Na+].[I:13]I. Product: [Br:1][C:2]1[CH:10]=[C:9]2[C:5]([C:6]([I:13])=[N:7][NH:8]2)=[CH:4][CH:3]=1. The catalyst class is: 12. (3) Reactant: C(Cl)(=O)C(Cl)=O.[Cl:7][C:8]1[CH:9]=[CH:10][CH:11]=[C:12]2[C:16]=1[N:15]([CH2:17][CH:18]1[CH2:23][CH2:22][CH2:21][CH2:20][CH2:19]1)[CH:14]=[C:13]2[C:24]([OH:26])=O.[NH3:27].C(=O)([O-])[O-].[K+].[K+]. Product: [Cl:7][C:8]1[CH:9]=[CH:10][CH:11]=[C:12]2[C:16]=1[N:15]([CH2:17][CH:18]1[CH2:23][CH2:22][CH2:21][CH2:20][CH2:19]1)[CH:14]=[C:13]2[C:24]([NH2:27])=[O:26]. The catalyst class is: 4.